From a dataset of Reaction yield outcomes from USPTO patents with 853,638 reactions. Predict the reaction yield, written as a fraction of the theoretical maximum amount of product (1.0 means a 100% yield; for example, 0.34 means a 34% yield). (1) The reactants are [C:1]1([NH:7][C@H:8]([C:10]([O:12][CH2:13][CH3:14])=[O:11])[CH3:9])[CH:6]=[CH:5][CH:4]=[CH:3][CH:2]=1.[Cl:15][C:16]1[N:21]=[C:20](Cl)[C:19]([N+:23]([O-:25])=[O:24])=[CH:18][N:17]=1.N1C=CN=C1. The catalyst is ClCCl. The product is [Cl:15][C:16]1[N:21]=[C:20]([N:7]([C:1]2[CH:6]=[CH:5][CH:4]=[CH:3][CH:2]=2)[C@H:8]([C:10]([O:12][CH2:13][CH3:14])=[O:11])[CH3:9])[C:19]([N+:23]([O-:25])=[O:24])=[CH:18][N:17]=1. The yield is 0.220. (2) The reactants are [NH2:1][C:2]1[CH:7]=[CH:6][C:5]([C:8]2[N:9]([CH2:21][CH3:22])[C:10]3[C:15]([C:16]=2[C:17]#[N:18])=[CH:14][CH:13]=[C:12]([O:19][CH3:20])[CH:11]=3)=[CH:4][CH:3]=1.Cl[C:24]1[C:33]2[C:28](=[CH:29][CH:30]=[CH:31][CH:32]=2)[N:27]=[C:26]([C:34]2[CH:39]=[CH:38][CH:37]=[CH:36][CH:35]=2)[N:25]=1.C(N(C(C)C)CC)(C)C. The catalyst is C(O)C. The product is [CH2:21]([N:9]1[C:10]2[C:15](=[CH:14][CH:13]=[C:12]([O:19][CH3:20])[CH:11]=2)[C:16]([C:17]#[N:18])=[C:8]1[C:5]1[CH:4]=[CH:3][C:2]([NH:1][C:24]2[C:33]3[C:28](=[CH:29][CH:30]=[CH:31][CH:32]=3)[N:27]=[C:26]([C:34]3[CH:39]=[CH:38][CH:37]=[CH:36][CH:35]=3)[N:25]=2)=[CH:7][CH:6]=1)[CH3:22]. The yield is 0.820. (3) The reactants are [CH:1]12[CH2:6][CH:4]([CH2:5]1)[CH2:3][N:2]2[C:7]1[N:12]=[C:11]([C:13]2[CH:14]=[C:15]([C:20]([F:23])([F:22])[F:21])[C:16]([NH2:19])=[N:17][CH:18]=2)[CH:10]=[C:9]([N:24]2[CH2:29][C@@H:28]3[CH2:30][C@H:25]2[CH2:26][NH:27]3)[N:8]=1.[C:31](OC(=O)C)(=[O:33])[CH3:32].C(N(C(C)C)C(C)C)C. The catalyst is CS(C)=O. The product is [NH2:19][C:16]1[N:17]=[CH:18][C:13]([C:11]2[N:12]=[C:7]([N:2]3[CH2:3][CH:4]4[CH2:5][CH:1]3[CH2:6]4)[N:8]=[C:9]([N:24]3[CH2:29][C@@H:28]4[CH2:30][C@H:25]3[CH2:26][N:27]4[C:31](=[O:33])[CH3:32])[CH:10]=2)=[CH:14][C:15]=1[C:20]([F:23])([F:22])[F:21]. The yield is 0.400. (4) The reactants are [Cl:1][C:2]1[CH:3]=[C:4]([CH:6]=[CH:7][C:8]=1[O:9][C:10]1[CH:15]=[CH:14][N:13]=[C:12]([C:16]2[CH:17]=[N:18][N:19]([CH3:21])[CH:20]=2)[CH:11]=1)[NH2:5].[O:22]=[C:23]1[N:27]([CH:28]2[CH2:33][CH2:32][O:31][CH2:30][CH2:29]2)[CH2:26][CH2:25][N:24]1[C:34](Cl)=[O:35].O. The catalyst is C(Cl)Cl. The product is [Cl:1][C:2]1[CH:3]=[C:4]([NH:5][C:34]([N:24]2[CH2:25][CH2:26][N:27]([CH:28]3[CH2:33][CH2:32][O:31][CH2:30][CH2:29]3)[C:23]2=[O:22])=[O:35])[CH:6]=[CH:7][C:8]=1[O:9][C:10]1[CH:15]=[CH:14][N:13]=[C:12]([C:16]2[CH:17]=[N:18][N:19]([CH3:21])[CH:20]=2)[CH:11]=1. The yield is 0.710. (5) The reactants are [Br:1][C:2]1[CH:3]=[C:4]([CH2:20][OH:21])[CH:5]=[C:6]([Br:19])[C:7]=1/[CH:8]=[CH:9]/[C:10]1[CH:15]=[CH:14][CH:13]=[C:12]([N+:16]([O-:18])=[O:17])[CH:11]=1.[H-].[Na+].Br[CH2:25][C:26]([O:28][C:29]([CH3:32])([CH3:31])[CH3:30])=[O:27].C(OCC)(=O)C. The catalyst is O1CCCC1.O. The product is [C:29]([O:28][C:26](=[O:27])[CH2:25][O:21][CH2:20][C:4]1[CH:3]=[C:2]([Br:1])[C:7](/[CH:8]=[CH:9]/[C:10]2[CH:15]=[CH:14][CH:13]=[C:12]([N+:16]([O-:18])=[O:17])[CH:11]=2)=[C:6]([Br:19])[CH:5]=1)([CH3:32])([CH3:31])[CH3:30]. The yield is 0.600. (6) The reactants are [I:1][C:2]1[CH:11]=[CH:10][CH:9]=[C:8]([CH3:12])[C:3]=1[C:4](OC)=[O:5].C1C(=O)[N:17](Br)C(=O)C1.C(OOC(=O)C1C=CC=CC=1)(=O)C1C=CC=CC=1. The catalyst is ClC1C=CC=CC=1. The product is [I:1][C:2]1[CH:11]=[CH:10][CH:9]=[C:8]2[C:3]=1[C:4](=[O:5])[NH:17][CH2:12]2. The yield is 0.400.